Predict the reactants needed to synthesize the given product. From a dataset of Retrosynthesis with 50K atom-mapped reactions and 10 reaction types from USPTO. (1) Given the product CC(C)[Si](C#Cc1nc(NC(=O)[C@H](C)N(C)C(=O)OC(C)(C)C)cc(-c2cccc3cnn(C)c23)c1Cl)(C(C)C)C(C)C, predict the reactants needed to synthesize it. The reactants are: CC(C(=O)Nc1cc(Br)c(Cl)c(C#C[Si](C(C)C)(C(C)C)C(C)C)n1)N(C)C(=O)OC(C)(C)C.Cn1ncc2cccc(B(O)O)c21. (2) Given the product CON(C)C(=O)c1cc2cccc(Br)c2s1, predict the reactants needed to synthesize it. The reactants are: CNOC.O=C(O)c1cc2cccc(Br)c2s1. (3) The reactants are: CC(C)N1CCN(C(=O)c2ccc3[nH]c(C(=O)O)cc3c2)CC1.CNCc1ccccc1. Given the product CC(C)N1CCN(C(=O)c2ccc3[nH]c(C(=O)N(C)Cc4ccccc4)cc3c2)CC1, predict the reactants needed to synthesize it. (4) Given the product CCOC(=O)[C@@H](OC(C)(C)C)c1c(C)cc2nc(-c3ccnc(-c4ccc(OCc5ccccc5)nc4)c3)sc2c1-c1ccc(Cl)cc1, predict the reactants needed to synthesize it. The reactants are: CC1(C)OB(c2ccc(OCc3ccccc3)nc2)OC1(C)C.CCOC(=O)[C@@H](OC(C)(C)C)c1c(C)cc2nc(-c3ccnc(Cl)c3)sc2c1-c1ccc(Cl)cc1. (5) Given the product CCN(CC)CCOc1ccc(C(=O)c2oc3ccccc3c2-c2ccccc2)cc1, predict the reactants needed to synthesize it. The reactants are: CCN(CC)CCCl.O=C(c1ccc(O)cc1)c1oc2ccccc2c1-c1ccccc1.